This data is from Forward reaction prediction with 1.9M reactions from USPTO patents (1976-2016). The task is: Predict the product of the given reaction. (1) Given the reactants [NH2:1][C:2]1[N:6]([CH:7]2[CH2:11][CH2:10][CH2:9][CH2:8]2)[N:5]=[CH:4][C:3]=1[C:12]([NH2:14])=[O:13].[CH2:15]([N:22]1[CH2:26][CH2:25][CH:24]([C:27](OC)=O)[CH2:23]1)[C:16]1[CH:21]=[CH:20][CH:19]=[CH:18][CH:17]=1, predict the reaction product. The product is: [CH2:15]([N:22]1[CH2:26][CH2:25][CH:24]([C:27]2[NH:14][C:12](=[O:13])[C:3]3[CH:4]=[N:5][N:6]([CH:7]4[CH2:11][CH2:10][CH2:9][CH2:8]4)[C:2]=3[N:1]=2)[CH2:23]1)[C:16]1[CH:21]=[CH:20][CH:19]=[CH:18][CH:17]=1. (2) Given the reactants C([O:5][C:6]1[CH:13]=[CH:12][C:9]([CH:10]=[CH2:11])=[CH:8][CH:7]=1)(C)(C)C.[CH2:14]=[CH:15][C:16]1[CH:21]=[CH:20][CH:19]=[CH:18][CH:17]=1.N(C(C)(C)C#N)=NC(C)(C)C#N.S(=O)(=O)(O)O.OC1C=CC(C=C)=CC=1, predict the reaction product. The product is: [OH:5][C:6]1[CH:13]=[CH:12][C:9]([CH:10]=[CH2:11])=[CH:8][CH:7]=1.[CH2:14]=[CH:15][C:16]1[CH:21]=[CH:20][CH:19]=[CH:18][CH:17]=1. (3) Given the reactants I[C:2]1[CH:7]=[CH:6][CH:5]=[CH:4][N:3]=1.[Li]CCCC.[Cl:13][C:14]1[CH:15]=[C:16]([CH:25]=[CH:26][C:27]=1[Cl:28])/[CH:17]=[N:18]/S(C(C)(C)C)=O.Cl, predict the reaction product. The product is: [ClH:13].[Cl:13][C:14]1[CH:15]=[C:16]([CH:17]([C:2]2[CH:7]=[CH:6][CH:5]=[CH:4][N:3]=2)[NH2:18])[CH:25]=[CH:26][C:27]=1[Cl:28]. (4) Given the reactants C(OC(=O)N(CCC1CC1)CC1C=CC([O:15][C:16]2[CH:28]=[CH:27][C:19]3[C:20](=[O:26])[O:21][C:22]([CH3:25])([CH3:24])[O:23][C:18]=3[CH:17]=2)=C(F)C=1)(C)(C)C, predict the reaction product. The product is: [OH:15][C:16]1[CH:28]=[CH:27][C:19]2[C:20](=[O:26])[O:21][C:22]([CH3:24])([CH3:25])[O:23][C:18]=2[CH:17]=1. (5) Given the reactants [CH:1]([C:4]1[N:12]2[C:7]([C:8](=[O:26])[N:9]3[CH2:15][CH:14]([C:16]4[CH:21]=[CH:20][C:19]([O:22][CH2:23][S:24][CH3:25])=[CH:18][CH:17]=4)[N:13]=[C:10]3[NH:11]2)=[CH:6][N:5]=1)([CH3:3])[CH3:2].C1C=C(Cl)C=C(C(OO)=[O:35])C=1, predict the reaction product. The product is: [CH:1]([C:4]1[N:12]2[C:7]([C:8](=[O:26])[N:9]3[CH2:15][CH:14]([C:16]4[CH:21]=[CH:20][C:19]([O:22][CH2:23][S:24]([CH3:25])=[O:35])=[CH:18][CH:17]=4)[N:13]=[C:10]3[NH:11]2)=[CH:6][N:5]=1)([CH3:3])[CH3:2].